Dataset: Full USPTO retrosynthesis dataset with 1.9M reactions from patents (1976-2016). Task: Predict the reactants needed to synthesize the given product. (1) The reactants are: [C:1]([C:3]1[CH:8]=[C:7]([F:9])[C:6]([N:10]2[CH2:15][CH2:14][CH:13]([CH2:16][N:17]([C@@H:25]([C:27]3[C:36]4[C:31](=[CH:32][CH:33]=[CH:34][CH:35]=4)[CH:30]=[CH:29][CH:28]=3)[CH3:26])[C:18](=[O:24])[O:19][C:20]([CH3:23])([CH3:22])[CH3:21])[CH:12]([C:37]3[CH:42]=[CH:41][CH:40]=[CH:39][CH:38]=3)[CH2:11]2)=[C:5]([F:43])[CH:4]=1)#[N:2].Cl.[NH2:45]O.C(O)C.Cl[C:51]([O:53]CC(CC)CCCC)=[O:52]. Given the product [F:9][C:7]1[CH:8]=[C:3]([C:1]2[NH:45][C:51](=[O:52])[O:53][N:2]=2)[CH:4]=[C:5]([F:43])[C:6]=1[N:10]1[CH2:15][CH2:14][CH:13]([CH2:16][N:17]([C@@H:25]([C:27]2[C:36]3[C:31](=[CH:32][CH:33]=[CH:34][CH:35]=3)[CH:30]=[CH:29][CH:28]=2)[CH3:26])[C:18](=[O:24])[O:19][C:20]([CH3:23])([CH3:22])[CH3:21])[CH:12]([C:37]2[CH:42]=[CH:41][CH:40]=[CH:39][CH:38]=2)[CH2:11]1, predict the reactants needed to synthesize it. (2) Given the product [ClH:1].[Cl:1][C:2]1[CH:20]=[C:19]([Cl:21])[CH:18]=[CH:17][C:3]=1[CH2:4][O:5][C:6]1[CH:11]=[CH:10][N:9]=[C:8]2[C:12]([CH3:16])=[C:13]([CH3:15])[N:14]([CH2:22][O:23][CH3:24])[C:7]=12, predict the reactants needed to synthesize it. The reactants are: [Cl:1][C:2]1[CH:20]=[C:19]([Cl:21])[CH:18]=[CH:17][C:3]=1[CH2:4][O:5][C:6]1[CH:11]=[CH:10][N:9]=[C:8]2[C:12]([CH3:16])=[C:13]([CH3:15])[NH:14][C:7]=12.[CH3:22][O:23][CH2:24]Br.